From a dataset of Full USPTO retrosynthesis dataset with 1.9M reactions from patents (1976-2016). Predict the reactants needed to synthesize the given product. (1) Given the product [CH3:17][O:16][C:12]1[CH:11]=[C:10]([CH:15]=[CH:14][CH:13]=1)[CH2:9][NH:8][C:6](=[O:7])[C:5]1[CH:18]=[CH:19][C:2]([C:22]2[CH:23]=[C:24]([C:25](=[O:26])[NH:27][N:28]3[NH:32][CH:31]=[CH:30][S:29]3)[CH:33]=[CH:34][C:21]=2[CH3:20])=[N:3][CH:4]=1, predict the reactants needed to synthesize it. The reactants are: Cl[C:2]1[CH:19]=[CH:18][C:5]([C:6]([NH:8][CH2:9][C:10]2[CH:15]=[CH:14][CH:13]=[C:12]([O:16][CH3:17])[CH:11]=2)=[O:7])=[CH:4][N:3]=1.[CH3:20][C:21]1[CH:34]=[CH:33][C:24]([C:25]([NH:27][N:28]2[NH:32][CH:31]=[CH:30][S:29]2)=[O:26])=[CH:23][C:22]=1B1OC(C)(C)C(C)(C)O1. (2) The reactants are: Br[C:2]1[CH:7]=[CH:6][C:5]([CH2:8][C@@H:9]([NH:18][C:19]([C:21]2[N:22]=[N:23][NH:24][CH:25]=2)=[O:20])[CH2:10][C@:11]([CH2:16][OH:17])([CH3:15])[C:12]([OH:14])=[O:13])=[CH:4][CH:3]=1.[Cl:26][C:27]1[CH:32]=[CH:31][CH:30]=[CH:29][C:28]=1B(O)O.C(=O)([O-])[O-].[Na+].[Na+].O. Given the product [Cl:26][C:27]1[CH:32]=[CH:31][CH:30]=[CH:29][C:28]=1[C:2]1[CH:7]=[CH:6][C:5]([CH2:8][C@@H:9]([NH:18][C:19]([C:21]2[N:22]=[N:23][NH:24][CH:25]=2)=[O:20])[CH2:10][C@:11]([CH2:16][OH:17])([CH3:15])[C:12]([OH:14])=[O:13])=[CH:4][CH:3]=1, predict the reactants needed to synthesize it. (3) Given the product [CH3:8][C:6]1[CH:7]=[C:2]([NH:1][CH2:20][C:19]2[CH:18]=[CH:17][C:16]([C:15]([F:14])([F:24])[F:25])=[CH:23][CH:22]=2)[CH:3]=[C:4]([CH3:13])[C:5]=1[NH:9][C:10](=[O:12])[CH3:11], predict the reactants needed to synthesize it. The reactants are: [NH2:1][C:2]1[CH:7]=[C:6]([CH3:8])[C:5]([NH:9][C:10](=[O:12])[CH3:11])=[C:4]([CH3:13])[CH:3]=1.[F:14][C:15]([F:25])([F:24])[C:16]1[CH:23]=[CH:22][C:19]([CH:20]=O)=[CH:18][CH:17]=1.O. (4) Given the product [CH3:1][O:2][C:3]([C:5]1([NH:18][C:19](=[O:28])[C:20]2[CH:25]=[CH:24][CH:23]=[C:22]([CH3:26])[C:21]=2[O:27][CH:36]([CH3:38])[CH3:37])[CH2:6][C:7]2[C:17]3[C:11]([CH:10]=[CH:9][CH:8]=2)=[CH:12][CH:13]=[CH:14][C:15]=3[CH2:16]1)=[O:4], predict the reactants needed to synthesize it. The reactants are: [CH3:1][O:2][C:3]([C:5]1([NH:18][C:19](=[O:28])[C:20]2[CH:25]=[CH:24][CH:23]=[C:22]([CH3:26])[C:21]=2[OH:27])[CH2:16][C:15]2[C:17]3[C:11]([CH:12]=[CH:13][CH:14]=2)=[CH:10][CH:9]=[CH:8][C:7]=3[CH2:6]1)=[O:4].C([O-])([O-])=O.[Cs+].[Cs+].Br[CH:36]([CH3:38])[CH3:37]. (5) Given the product [CH2:1]([O:3][C:4](=[O:10])[C:5]([CH3:9])([CH3:8])[CH2:6][NH:7][C:22](=[O:23])[C:21]([F:32])([F:31])[F:20])[CH3:2], predict the reactants needed to synthesize it. The reactants are: [CH2:1]([O:3][C:4](=[O:10])[C:5]([CH3:9])([CH3:8])[CH2:6][NH2:7])[CH3:2].C(N(CC)C(C)C)(C)C.[F:20][C:21]([F:32])([F:31])[C:22](O[C:22](=[O:23])[C:21]([F:32])([F:31])[F:20])=[O:23]. (6) Given the product [CH2:1]([O:5][CH2:6][CH2:7][O:8][C:9]1[CH:10]=[CH:11][C:12]([C:15]2[CH:16]=[CH:17][C:18]3[N:25]([C:39]4[CH:44]=[CH:43][CH:42]=[CH:41][CH:40]=4)[CH2:24][CH2:23][CH2:22][C:21]([C:26]([O:28][CH3:29])=[O:27])=[CH:20][C:19]=3[CH:30]=2)=[CH:13][CH:14]=1)[CH2:2][CH2:3][CH3:4], predict the reactants needed to synthesize it. The reactants are: [CH2:1]([O:5][CH2:6][CH2:7][O:8][C:9]1[CH:14]=[CH:13][C:12]([C:15]2[CH:16]=[CH:17][C:18]3[NH:25][CH2:24][CH2:23][CH2:22][C:21]([C:26]([O:28][CH3:29])=[O:27])=[CH:20][C:19]=3[CH:30]=2)=[CH:11][CH:10]=1)[CH2:2][CH2:3][CH3:4].C(O)(=O)C.C(O)(=O)C.[C:39]1([Bi]([C:39]2[CH:44]=[CH:43][CH:42]=[CH:41][CH:40]=2)[C:39]2[CH:44]=[CH:43][CH:42]=[CH:41][CH:40]=2)[CH:44]=[CH:43][CH:42]=[CH:41][CH:40]=1.Cl.[OH-].[Na+]. (7) Given the product [CH:14]1[C:13]2[CH2:12][C:11]3[C:6](=[CH:7][CH:8]=[CH:9][CH:10]=3)[C:5]=2[CH:4]=[CH:3][CH:2]=1, predict the reactants needed to synthesize it. The reactants are: Br[C:2]1[CH:14]=[C:13]2[C:5]([C:6]3[CH:7]=[CH:8][CH:9]=[C:10]([Si]([C:14]4[C:13]5[C:12](CCCCCCCC)(CCCCCCCC)[C:11]6[C:6](=[CH:7][CH:8]=[C:9](Br)[CH:10]=6)[C:5]=5[CH:4]=[CH:3][CH:2]=4)(C4C=CC=CC=4)C4C=CC=CC=4)[C:11]=3[C:12]2(CCCCCCCC)CCCCCCCC)=[CH:4][CH:3]=1.C(C1(CCCCCCCC)C2C=CC=CC=2C2C1=CC=CC=2)CCCCCCC.[B].C(=O)([O-])[O-].[K+].[K+]. (8) Given the product [F:1][CH:2]([F:19])[C:3]1[CH:4]=[C:5]([C:7]2[CH:17]=[CH:16][C:10]3[O:11][CH2:12][C:13](=[O:15])[NH:14][C:9]=3[CH:8]=2)[N:26]([C:20]2[CH:25]=[CH:24][CH:23]=[CH:22][CH:21]=2)[N:27]=1, predict the reactants needed to synthesize it. The reactants are: [F:1][CH:2]([F:19])[C:3](O)=[CH:4][C:5]([C:7]1[CH:17]=[CH:16][C:10]2[O:11][CH2:12][C:13](=[O:15])[NH:14][C:9]=2[CH:8]=1)=O.[C:20]1([NH:26][NH2:27])[CH:25]=[CH:24][CH:23]=[CH:22][CH:21]=1.C(O)(=O)C. (9) Given the product [O:2]=[C:3]([N:27]1[CH2:31][CH2:30][CH2:29][CH2:28]1)[C@@H:4]([NH:12][C:13]([C@@H:14]([NH:25][C:48](=[O:49])[C@H:47]([CH2:51][CH2:52][CH2:53][CH3:54])[CH2:46][C:44]([N:43]([CH2:42][C:35]1[CH:36]=[CH:37][C:38]([O:40][CH3:41])=[CH:39][C:34]=1[O:33][CH3:32])[O:55][CH2:56][C:57]1[CH:58]=[CH:59][C:60]([O:63][CH3:64])=[CH:61][CH:62]=1)=[O:45])[CH2:15][C:16]1[C:17]2[CH:24]=[CH:23][CH:22]=[CH:21][C:18]=2[S:19][CH:20]=1)=[O:26])[CH2:5][C:6]1[CH:7]=[CH:8][CH:9]=[CH:10][CH:11]=1, predict the reactants needed to synthesize it. The reactants are: Cl.[O:2]=[C:3]([N:27]1[CH2:31][CH2:30][CH2:29][CH2:28]1)[C@@H:4]([NH:12][C:13](=[O:26])[C@@H:14]([NH2:25])[CH2:15][C:16]1[C:17]2[CH:24]=[CH:23][CH:22]=[CH:21][C:18]=2[S:19][CH:20]=1)[CH2:5][C:6]1[CH:11]=[CH:10][CH:9]=[CH:8][CH:7]=1.[CH3:32][O:33][C:34]1[CH:39]=[C:38]([O:40][CH3:41])[CH:37]=[CH:36][C:35]=1[CH2:42][N:43]([O:55][CH2:56][C:57]1[CH:62]=[CH:61][C:60]([O:63][CH3:64])=[CH:59][CH:58]=1)[C:44]([CH2:46][C@@H:47]([CH2:51][CH2:52][CH2:53][CH3:54])[C:48](O)=[O:49])=[O:45].[Na].C(Cl)CCl.C1C=CC2N(O)N=NC=2C=1.CN1CCOCC1.